This data is from Reaction yield outcomes from USPTO patents with 853,638 reactions. The task is: Predict the reaction yield, written as a fraction of the theoretical maximum amount of product (1.0 means a 100% yield; for example, 0.34 means a 34% yield). The reactants are Cl.Cl.[NH2:3][CH2:4][C@@:5]1([OH:13])[CH:10]2[CH2:11][CH2:12][N:7]([CH2:8][CH2:9]2)[CH2:6]1.C([O-])([O-])=O.[Cs+].[Cs+].[Br:20][C:21]1[CH:22]=[C:23]2[C:28](=[CH:29][CH:30]=1)[CH:27]=[N:26][C:25]([N:31]=[C:32]=S)=[CH:24]2.C(N=C=NC(C)C)(C)C. The catalyst is CN(C)C=O. The product is [Br:20][C:21]1[CH:22]=[C:23]2[C:28](=[CH:29][CH:30]=1)[CH:27]=[N:26][C:25]([NH:31][C:32]1[O:13][C@:5]3([CH2:4][N:3]=1)[CH:10]1[CH2:9][CH2:8][N:7]([CH2:12][CH2:11]1)[CH2:6]3)=[CH:24]2. The yield is 0.360.